From a dataset of TCR-epitope binding with 47,182 pairs between 192 epitopes and 23,139 TCRs. Binary Classification. Given a T-cell receptor sequence (or CDR3 region) and an epitope sequence, predict whether binding occurs between them. The epitope is YLQPRTFLL. The TCR CDR3 sequence is CASGEENTGELFF. Result: 1 (the TCR binds to the epitope).